Dataset: Forward reaction prediction with 1.9M reactions from USPTO patents (1976-2016). Task: Predict the product of the given reaction. (1) Given the reactants [Cl:1][C:2]1[C:11]2[CH:10]=[CH:9][CH:8]=[C:7]([S:12](Cl)(=[O:14])=[O:13])[C:6]=2[C:5]([Cl:16])=[CH:4][N:3]=1.[C:17]([O:21][C:22]([N:24]([C@@H:26]1[CH2:30][CH2:29][NH:28][CH2:27]1)[CH3:25])=[O:23])([CH3:20])([CH3:19])[CH3:18].[Cl:31]C1C2C=CC=C(S(Cl)(=O)=[O:43])C=2C(Br)=CN=1, predict the reaction product. The product is: [C:17]([O:21][C:22]([N:24]([C@@H:26]1[CH2:30][CH2:29][N:28]([S:12]([C:7]2[C:6]3[C:5]([Cl:16])=[CH:4][N:3]=[C:2]([Cl:1])[C:11]=3[CH:10]=[CH:9][CH:8]=2)(=[O:14])=[O:13])[CH2:27]1)[CH3:25])=[O:23])([CH3:20])([CH3:18])[CH3:19].[OH:43][C:2]1[C:11]2[CH:10]=[CH:9][CH:8]=[C:7]([S:12]([N:28]3[CH2:29][CH2:30][C@@H:26]([NH:24][CH3:22])[CH2:27]3)(=[O:14])=[O:13])[C:6]=2[C:5]([Cl:16])=[CH:4][N:3]=1.[ClH:31]. (2) Given the reactants [F:1][C:2]1[CH:7]=[C:6]([F:8])[CH:5]=[CH:4][C:3]=1[C:9]1[N:10]2[C:15]([CH:16]=[CH:17][CH:18]=1)=[C:14]([C:19]1[CH:20]=[C:21]([CH:25]=[CH:26][C:27]=1[F:28])[C:22](O)=[O:23])[C:13](=[O:29])[CH:12]=[CH:11]2.C(Cl)CCl.C1C=CC2N(O)N=NC=2C=1.O[NH:45][C:46](=[NH:48])[CH3:47], predict the reaction product. The product is: [F:1][C:2]1[CH:7]=[C:6]([F:8])[CH:5]=[CH:4][C:3]=1[C:9]1[N:10]2[C:15]([CH:16]=[CH:17][CH:18]=1)=[C:14]([C:19]1[CH:20]=[C:21]([C:22]3[O:23][N:48]=[C:46]([CH3:47])[N:45]=3)[CH:25]=[CH:26][C:27]=1[F:28])[C:13](=[O:29])[CH:12]=[CH:11]2. (3) Given the reactants [CH3:1][O:2][CH2:3][CH2:4][O:5][CH2:6][CH2:7][O:8][CH2:9][CH2:10][O:11][C:12]1[CH:17]=[C:16]([N+]([O-])=O)[C:15]([N+:21]([O-])=O)=[CH:14][C:13]=1[O:24][CH2:25][CH2:26][O:27][CH2:28][CH2:29][O:30][CH2:31][CH2:32][O:33][CH3:34].O.[NH2:36]N.C(Cl)Cl.CO, predict the reaction product. The product is: [NH2:21][C:15]1[CH:16]=[CH:17][C:12]([O:11][CH2:10][CH2:9][O:8][CH2:7][CH2:6][O:5][CH2:4][CH2:3][O:2][CH3:1])=[C:13]([O:24][CH2:25][CH2:26][O:27][CH2:28][CH2:29][O:30][CH2:31][CH2:32][O:33][CH3:34])[C:14]=1[NH2:36].